This data is from Reaction yield outcomes from USPTO patents with 853,638 reactions. The task is: Predict the reaction yield, written as a fraction of the theoretical maximum amount of product (1.0 means a 100% yield; for example, 0.34 means a 34% yield). (1) The reactants are Cl[CH2:2][C:3](Cl)=[O:4].[NH2:6][C:7]1[CH:12]=[CH:11][CH:10]=[CH:9][C:8]=1[OH:13].C(=O)(O)[O-].[Na+]. The catalyst is C(Cl)(Cl)Cl.CC[N+](CC1C=CC=CC=1)(CC)CC.[Cl-]. The product is [O:13]1[CH2:2][C:3](=[O:4])[NH:6][C:7]2[CH:12]=[CH:11][CH:10]=[CH:9][C:8]1=2. The yield is 0.600. (2) The reactants are [N:1]1[CH:6]=[CH:5][CH:4]=[CH:3][N:2]=1.[C:7]([Li])([CH3:10])([CH3:9])C.O.[CH3:13]COCC. The product is [CH2:13]([C:6]1[N:1]=[N:2][CH:3]=[CH:4][CH:5]=1)[CH2:9][CH2:7][CH3:10]. The yield is 0.650. The catalyst is CCCCC. (3) The reactants are [C:1]([O:5][C:6]([N:8]1[CH2:13][CH2:12][N:11]([C:14]2[CH:19]=[CH:18][C:17]([NH2:20])=[C:16]([CH2:21][NH:22][C:23](=[O:25])C)[CH:15]=2)[CH2:10][CH2:9]1)=[O:7])([CH3:4])([CH3:3])[CH3:2].NC1C=CC(N2CCN(C(OC(C)(C)C)=O)CC2)=CC=1CN.C1N=CN(C(N2C=NC=C2)=O)C=1. The catalyst is C1COCC1. The product is [O:25]=[C:23]1[NH:22][CH2:21][C:16]2[C:17](=[CH:18][CH:19]=[C:14]([N:11]3[CH2:12][CH2:13][N:8]([C:6]([O:5][C:1]([CH3:3])([CH3:2])[CH3:4])=[O:7])[CH2:9][CH2:10]3)[CH:15]=2)[NH:20]1. The yield is 0.330. (4) The reactants are [C:1]([O:5][C:6]([N:8]1[CH2:17][CH2:16][C:15]2[C:10](=[CH:11][CH:12]=[C:13]([O:18][CH3:19])[CH:14]=2)[CH:9]1[C:20](O)=[O:21])=[O:7])([CH3:4])([CH3:3])[CH3:2].[F:23][C:24]1[CH:25]=[C:26]([CH:28]=[C:29]([F:37])[C:30]=1[C:31]([CH3:36])([CH3:35])[CH2:32][O:33][CH3:34])[NH2:27].CCN(C(C)C)C(C)C.C(P1(=O)OP(CCC)(=O)OP(CCC)(=O)O1)CC. The product is [F:23][C:24]1[CH:25]=[C:26]([NH:27][C:20]([CH:9]2[C:10]3[C:15](=[CH:14][C:13]([O:18][CH3:19])=[CH:12][CH:11]=3)[CH2:16][CH2:17][N:8]2[C:6]([O:5][C:1]([CH3:4])([CH3:3])[CH3:2])=[O:7])=[O:21])[CH:28]=[C:29]([F:37])[C:30]=1[C:31]([CH3:35])([CH3:36])[CH2:32][O:33][CH3:34]. The catalyst is CN(C1C=CN=CC=1)C.C(OCC)(=O)C.O. The yield is 0.399.